From a dataset of Reaction yield outcomes from USPTO patents with 853,638 reactions. Predict the reaction yield, written as a fraction of the theoretical maximum amount of product (1.0 means a 100% yield; for example, 0.34 means a 34% yield). (1) The reactants are [CH3:1][C:2]1([CH3:21])[C:8]2[CH:9]=[C:10]([C:13]3[NH:17][C:16]([C:18]#[N:19])=[CH:15][CH:14]=3)[CH:11]=[CH:12][C:7]=2[NH:6][C:5](=O)[CH2:4][O:3]1.COC1C=CC(P2(SP(C3C=CC(OC)=CC=3)(=S)S2)=[S:31])=CC=1. The catalyst is C1(C)C=CC=CC=1.C1COCC1. The product is [CH3:1][C:2]1([CH3:21])[C:8]2[CH:9]=[C:10]([C:13]3[NH:17][C:16]([C:18]#[N:19])=[CH:15][CH:14]=3)[CH:11]=[CH:12][C:7]=2[NH:6][C:5](=[S:31])[CH2:4][O:3]1. The yield is 0.600. (2) The reactants are Br[C:2]1[CH:7]=[CH:6][C:5]([OH:8])=[CH:4][CH:3]=1.[N:9]1[CH:14]=[CH:13][CH:12]=[C:11](B(O)O)[CH:10]=1.C(=O)([O-])[O-].[Na+].[Na+]. The catalyst is C1C=CC([P]([Pd]([P](C2C=CC=CC=2)(C2C=CC=CC=2)C2C=CC=CC=2)([P](C2C=CC=CC=2)(C2C=CC=CC=2)C2C=CC=CC=2)[P](C2C=CC=CC=2)(C2C=CC=CC=2)C2C=CC=CC=2)(C2C=CC=CC=2)C2C=CC=CC=2)=CC=1. The product is [N:9]1[CH:14]=[CH:13][CH:12]=[C:11]([C:2]2[CH:7]=[CH:6][C:5]([OH:8])=[CH:4][CH:3]=2)[CH:10]=1. The yield is 0.320. (3) The reactants are [CH3:1][O:2][C:3]1[CH:4]=[C:5]([CH:8]=[C:9]([O:13][CH3:14])[C:10]=1[O:11][CH3:12])[CH:6]=O.C([CH2:18][S:19]([CH2:22][S:23]([CH2:26][C:27](O)=O)(=[O:25])=[O:24])(=[O:21])=[O:20])(O)=O. The catalyst is C(O)(=O)C. The product is [CH3:1][O:2][C:3]1[CH:4]=[C:5]([CH:8]=[C:9]([O:13][CH3:14])[C:10]=1[O:11][CH3:12])/[CH:6]=[CH:18]/[S:19]([CH2:22][S:23](/[CH:26]=[CH:27]/[C:5]1[CH:8]=[C:9]([O:13][CH3:14])[C:10]([O:11][CH3:12])=[C:3]([O:2][CH3:1])[CH:4]=1)(=[O:24])=[O:25])(=[O:20])=[O:21]. The yield is 0.620. (4) The reactants are [CH3:1][C@@H:2]1[O:7][C@@H:6]([O:8][C@@H:9]2[C:14]3=[C:15]([OH:32])[C:16]4[C:28](=[O:29])[C:27]5[C:22](=[CH:23][CH:24]=[CH:25][C:26]=5[O:30][CH3:31])[C:20](=[O:21])[C:17]=4[C:18]([OH:19])=[C:13]3[CH2:12][C@@:11]([OH:37])([C:33]([CH2:35][OH:36])=[O:34])[CH2:10]2)[CH2:5][C@H:4]([NH2:38])[C@@H:3]1[OH:39].Cl.CC(C)([O-])C.[K+].[C:47]1([CH3:57])[CH:52]=[CH:51][C:50]([S:53]([OH:56])(=[O:55])=[O:54])=[CH:49][CH:48]=1. The catalyst is C1COCC1. The product is [CH3:1][C@@H:2]1[O:7][C@@H:6]([O:8][C@@H:9]2[C:14]3=[C:15]([OH:32])[C:16]4[C:28](=[O:29])[C:27]5[C:22](=[CH:23][CH:24]=[CH:25][C:26]=5[O:30][CH3:31])[C:20](=[O:21])[C:17]=4[C:18]([OH:19])=[C:13]3[CH2:12][C@@:11]([OH:37])([C:33]([CH2:35][OH:36])=[O:34])[CH2:10]2)[CH2:5][C@H:4]([NH2:38])[C@@H:3]1[OH:39].[S:53]([C:50]1[CH:51]=[CH:52][C:47]([CH3:57])=[CH:48][CH:49]=1)([O-:56])(=[O:55])=[O:54]. The yield is 0.970. (5) The reactants are [Br:1][C:2]1[CH:3]=[CH:4][CH:5]=[C:6]2[C:11]=1[CH2:10][C:9](=O)[CH2:8][CH2:7]2.[CH2:13]([NH2:16])[C:14]#[CH:15]. No catalyst specified. The product is [Br:1][C:2]1[C:11]2[C:10]3[CH:15]=[CH:14][CH:13]=[N:16][C:9]=3[CH2:8][CH2:7][C:6]=2[CH:5]=[CH:4][CH:3]=1. The yield is 0.490. (6) The reactants are BrC1N=C2N(CCN3CCCC3=O)C(=O)NC2=NC=1.[NH:20]1[CH:24]=[N:23][C:22]([C:25]2[CH:30]=[CH:29][C:28]([C:31]3[N:36]=[C:35]4[N:37]([CH2:41][CH2:42][N:43]5[CH2:47][CH2:46][CH2:45][C:44]5=[O:48])[C:38](=[O:40])[NH:39][C:34]4=[N:33][CH:32]=3)=[CH:27][CH:26]=2)=[N:21]1.Cl.N1C(C2C=CC(B(O)O)=CC=2)=NC=N1.C(=O)([O-])[O-].[Na+].[Na+]. The catalyst is C1C=CC([PH+]([C]2[CH][CH][CH][CH]2)C2C=CC=CC=2)=CC=1.C1C=CC([PH+]([C]2[CH][CH][CH][CH]2)C2C=CC=CC=2)=CC=1.C(Cl)Cl.Cl[Pd]Cl.[Fe].O1CCOCC1. The product is [NH:20]1[CH:24]=[N:23][C:22]([C:25]2[CH:30]=[CH:29][C:28]([C:31]3[N:36]=[C:35]4[N:37]([CH2:41][CH2:42][N:43]5[CH2:47][CH2:46][CH2:45][C:44]5=[O:48])[C:38](=[O:40])[NH:39][C:34]4=[N:33][CH:32]=3)=[CH:27][CH:26]=2)=[N:21]1. The yield is 0.0700. (7) The reactants are [Si]([O:8][CH2:9][CH2:10][CH2:11][C@@:12]1([C:35]2[CH:40]=[CH:39][C:38]([F:41])=[CH:37][CH:36]=2)[O:17][C:16](=[O:18])[N:15]([C@H:19]([C:21]2[CH:26]=[CH:25][C:24]([C:27]3[CH:32]=[CH:31][C:30](=[O:33])[N:29]([CH3:34])[CH:28]=3)=[CH:23][CH:22]=2)[CH3:20])[CH2:14][CH2:13]1)(C(C)(C)C)(C)C.CCCC[N+](CCCC)(CCCC)CCCC.[F-]. The catalyst is CC#N. The product is [F:41][C:38]1[CH:39]=[CH:40][C:35]([C@:12]2([CH2:11][CH2:10][CH2:9][OH:8])[O:17][C:16](=[O:18])[N:15]([C@H:19]([C:21]3[CH:26]=[CH:25][C:24]([C:27]4[CH:32]=[CH:31][C:30](=[O:33])[N:29]([CH3:34])[CH:28]=4)=[CH:23][CH:22]=3)[CH3:20])[CH2:14][CH2:13]2)=[CH:36][CH:37]=1. The yield is 0.0400. (8) The reactants are [CH3:1][C:2]1[CH:3]=[C:4]([CH:8]=[CH:9][C:10]=1[CH2:11][CH2:12][S:13]([N:16]1[CH2:21][CH2:20][C:19](=[O:22])[CH2:18][CH2:17]1)(=[O:15])=[O:14])[C:5]([OH:7])=[O:6].[C:23](OC(N(C)C)O[C:23]([CH3:26])([CH3:25])[CH3:24])([CH3:26])([CH3:25])[CH3:24]. The catalyst is C1(C)C=CC=CC=1.C(OCC)(=O)C. The product is [C:23]([O:6][C:5](=[O:7])[C:4]1[CH:8]=[CH:9][C:10]([CH2:11][CH2:12][S:13]([N:16]2[CH2:21][CH2:20][C:19](=[O:22])[CH2:18][CH2:17]2)(=[O:15])=[O:14])=[C:2]([CH3:1])[CH:3]=1)([CH3:26])([CH3:25])[CH3:24]. The yield is 0.700. (9) The reactants are [NH2:1][C:2]1[CH:7]=[CH:6][N:5]=[CH:4][CH:3]=1.[OH-].[Na+].[N+:10]([C:13]1[CH:14]=[C:15]([CH:19]=[CH:20][CH:21]=1)[C:16](Cl)=[O:17])([O-:12])=[O:11]. The catalyst is ClCCl. The product is [N+:10]([C:13]1[CH:14]=[C:15]([CH:19]=[CH:20][CH:21]=1)[C:16]([NH:1][C:2]1[CH:7]=[CH:6][N:5]=[CH:4][CH:3]=1)=[O:17])([O-:12])=[O:11]. The yield is 0.200. (10) The reactants are Cl.[Cl:2][C:3]1[CH:8]=[CH:7][N:6]=[C:5]([C:9]([O:11]C)=O)[CH:4]=1.[Cl-].[NH4+:14].CCOC(C)=O.O. The catalyst is N. The product is [Cl:2][C:3]1[CH:8]=[CH:7][N:6]=[C:5]([C:9]([NH2:14])=[O:11])[CH:4]=1. The yield is 0.803.